This data is from Reaction yield outcomes from USPTO patents with 853,638 reactions. The task is: Predict the reaction yield, written as a fraction of the theoretical maximum amount of product (1.0 means a 100% yield; for example, 0.34 means a 34% yield). (1) The reactants are Cl.[F:2][C:3]1[CH:12]=[CH:11][C:10]([O:13]COC)=[C:9]2[C:4]=1[C:5](=[O:25])[C:6]([C:17]1[CH:22]=[CH:21][C:20]([O:23][CH3:24])=[CH:19][CH:18]=1)=[CH:7][NH:8]2.O.[Na]. The catalyst is C(O)C. The product is [F:2][C:3]1[CH:12]=[CH:11][C:10]([OH:13])=[C:9]2[C:4]=1[C:5](=[O:25])[C:6]([C:17]1[CH:22]=[CH:21][C:20]([O:23][CH3:24])=[CH:19][CH:18]=1)=[CH:7][NH:8]2. The yield is 0.540. (2) The reactants are Br[C:2]1[N:7]=[N:6][C:5]([NH2:8])=[N:4][C:3]=1[C:9]1[CH:14]=[CH:13][CH:12]=[CH:11][CH:10]=1.[F:15][C:16]([F:24])([F:23])[CH:17]1[CH2:22][CH2:21][CH2:20][NH:19][CH2:18]1. No catalyst specified. The product is [C:9]1([C:3]2[N:4]=[C:5]([NH2:8])[N:6]=[N:7][C:2]=2[N:19]2[CH2:20][CH2:21][CH2:22][CH:17]([C:16]([F:24])([F:23])[F:15])[CH2:18]2)[CH:14]=[CH:13][CH:12]=[CH:11][CH:10]=1. The yield is 0.0800. (3) The reactants are Br[CH2:2][C:3]1[C:4]([F:14])=[C:5]([C:10]([F:13])=[CH:11][CH:12]=1)[C:6]([O:8][CH3:9])=[O:7].[N:15]1([C:21]([O:23][C:24]([CH3:27])([CH3:26])[CH3:25])=[O:22])[CH2:20][CH2:19][NH:18][CH2:17][CH2:16]1.C([O-])([O-])=O.[K+].[K+]. The catalyst is CN(C=O)C.CCOC(C)=O. The product is [F:14][C:4]1[C:5]([C:6]([O:8][CH3:9])=[O:7])=[C:10]([F:13])[CH:11]=[CH:12][C:3]=1[CH2:2][N:18]1[CH2:17][CH2:16][N:15]([C:21]([O:23][C:24]([CH3:27])([CH3:26])[CH3:25])=[O:22])[CH2:20][CH2:19]1. The yield is 0.414. (4) The reactants are [Br:1][C:2]1[CH:3]=[C:4]([NH2:8])[CH:5]=[N:6][CH:7]=1.[Br:9][C:10]1[CH:15]=[CH:14][C:13]([S:16](Cl)(=[O:18])=[O:17])=[C:12]([Cl:20])[CH:11]=1. The catalyst is N1C=CC=CC=1. The product is [Br:9][C:10]1[CH:15]=[CH:14][C:13]([S:16]([NH:8][C:4]2[CH:5]=[N:6][CH:7]=[C:2]([Br:1])[CH:3]=2)(=[O:17])=[O:18])=[C:12]([Cl:20])[CH:11]=1. The yield is 0.720. (5) The reactants are Br[C:2]1[C:11]2[C:6](=[CH:7][CH:8]=[C:9]([C:12]3[CH:13]=[N:14][N:15]([CH3:17])[CH:16]=3)[CH:10]=2)[C:5](=[O:18])[N:4]([CH3:19])[CH:3]=1.[F:20][C:21]1[CH:27]=[CH:26][C:24]([NH2:25])=[CH:23][C:22]=1B1OC(C)(C)C(C)(C)O1.[O-]P([O-])([O-])=O.[K+].[K+].[K+]. The catalyst is O1CCOCC1.C1C=CC(P(C2C=CC=CC=2)[C-]2C=CC=C2)=CC=1.C1C=CC(P(C2C=CC=CC=2)[C-]2C=CC=C2)=CC=1.Cl[Pd]Cl.[Fe+2]. The product is [NH2:25][C:24]1[CH:23]=[CH:22][C:21]([F:20])=[C:27]([C:2]2[C:11]3[C:6](=[CH:7][CH:8]=[C:9]([C:12]4[CH:13]=[N:14][N:15]([CH3:17])[CH:16]=4)[CH:10]=3)[C:5](=[O:18])[N:4]([CH3:19])[CH:3]=2)[CH:26]=1. The yield is 0.640. (6) The reactants are C([O:8][C:9]1[C:18]2[C:13](=[C:14]([CH3:21])[C:15]([O:19][CH3:20])=[CH:16][CH:17]=2)[N:12]=[C:11](Cl)[CH:10]=1)C1C=CC=CC=1.[CH:23]([C:26]1[CH:30]=[CH:29][NH:28][N:27]=1)([CH3:25])[CH3:24]. No catalyst specified. The product is [OH:8][C:9]1[C:18]2[C:13](=[C:14]([CH3:21])[C:15]([O:19][CH3:20])=[CH:16][CH:17]=2)[N:12]=[C:11]([N:28]2[CH:29]=[CH:30][C:26]([CH:23]([CH3:25])[CH3:24])=[N:27]2)[CH:10]=1. The yield is 0.950. (7) The reactants are [F:1][C:2]1[CH:3]=[C:4]([CH:6]=[CH:7][C:8]=1[S:9]([CH3:12])(=[O:11])=[O:10])[NH2:5].[N:13]([O-])=O.[Na+].S([O-])([O-])=O.[Na+].[Na+].C([O-])([O-])=O.[Na+].[Na+]. The product is [F:1][C:2]1[CH:3]=[C:4]([NH:5][NH2:13])[CH:6]=[CH:7][C:8]=1[S:9]([CH3:12])(=[O:11])=[O:10]. The catalyst is Cl.O.[OH-].[Na+]. The yield is 0.570.